From a dataset of Forward reaction prediction with 1.9M reactions from USPTO patents (1976-2016). Predict the product of the given reaction. Given the reactants [Cl:1][C:2]1[CH:3]=[CH:4][C:5]([O:10][C:11]2[CH:16]=[CH:15][C:14]([C:17]([F:20])([F:19])[F:18])=[CH:13][CH:12]=2)=[C:6]([CH:9]=1)[CH:7]=O.[CH3:21][Si:22]([CH3:29])([CH3:28])N[Si:22]([CH3:29])([CH3:28])[CH3:21].C([Li])CCC.C[Si](Cl)(C)C.[CH2:40]([N:42](CC)CC)[CH3:41].C(Cl)(=[O:49])C, predict the reaction product. The product is: [Cl:1][C:2]1[CH:3]=[CH:4][C:5]([O:10][C:11]2[CH:16]=[CH:15][C:14]([C:17]([F:20])([F:19])[F:18])=[CH:13][CH:12]=2)=[C:6]([CH:7]=[N:42][C:40]([O:49][Si:22]([CH3:29])([CH3:28])[CH3:21])=[CH2:41])[CH:9]=1.